This data is from Catalyst prediction with 721,799 reactions and 888 catalyst types from USPTO. The task is: Predict which catalyst facilitates the given reaction. (1) Reactant: [CH:1]([C:3]1[CH:4]=[C:5]([CH:9]=[CH:10][C:11]=1[CH3:12])[C:6]([OH:8])=[O:7])=[O:2].[CH2:13]([Mg]Br)[CH:14]=[CH2:15]. Product: [OH:2][CH:1]([C:3]1[CH:4]=[C:5]([CH:9]=[CH:10][C:11]=1[CH3:12])[C:6]([OH:8])=[O:7])[CH2:15][CH:14]=[CH2:13]. The catalyst class is: 7. (2) Reactant: [CH2:1]([O:4][CH:5]([C:9]1[CH:14]=[CH:13][C:12]([Cl:15])=[CH:11][CH:10]=1)[C:6](Cl)=[O:7])[C:2]#[CH:3].[NH2:16][C:17]1[CH:22]=[CH:21][N:20]=[CH:19][C:18]=1[C:23]1[CH:28]=[CH:27][C:26]([O:29][CH3:30])=[C:25]([O:31][CH3:32])[CH:24]=1.C(N(CC)CC)C.O1CCCC1. Product: [CH3:32][O:31][C:25]1[CH:24]=[C:23]([C:18]2[CH:19]=[N:20][CH:21]=[CH:22][C:17]=2[NH:16][C:6](=[O:7])[CH:5]([O:4][CH2:1][C:2]#[CH:3])[C:9]2[CH:14]=[CH:13][C:12]([Cl:15])=[CH:11][CH:10]=2)[CH:28]=[CH:27][C:26]=1[O:29][CH3:30]. The catalyst class is: 413. (3) Reactant: [NH:1]([C:3]1[N:8]=[CH:7][N:6]=[C:5]([OH:9])[CH:4]=1)[NH2:2].N(C1NC=NC(=O)C=1)N.O=[C:20]1[CH2:25][CH2:24][CH:23]([C:26]([O:28][CH2:29][CH3:30])=[O:27])[CH2:22][CH2:21]1. Product: [OH:9][C:5]1[N:6]=[CH:7][N:8]=[C:3]([NH:1][N:2]=[C:20]2[CH2:25][CH2:24][CH:23]([C:26]([O:28][CH2:29][CH3:30])=[O:27])[CH2:22][CH2:21]2)[CH:4]=1. The catalyst class is: 8. (4) Reactant: [O:1]1CCC[CH2:2]1.Br[C:7]1[CH:12]=[CH:11][C:10]([CH:13]2[O:17][CH2:16][CH2:15][O:14]2)=[C:9]([F:18])[CH:8]=1.C([Li])CCC.C(N1CCOCC1)=O. Product: [O:14]1[CH2:15][CH2:16][O:17][CH:13]1[C:10]1[CH:11]=[CH:12][C:7]([CH:2]=[O:1])=[CH:8][C:9]=1[F:18]. The catalyst class is: 84. (5) Reactant: [CH3:1][O:2][C:3]1[C:8]([C:9]2[CH:10]=[N:11][N:12]3[CH:17]=[CH:16][C:15]([C:18]4[CH2:23][CH2:22][N:21]([C:24]([O:26][CH:27]([CH3:29])[CH3:28])=[O:25])[CH2:20][CH:19]=4)=[N:14][C:13]=23)=[CH:7][CH:6]=[CH:5][N:4]=1. Product: [CH3:1][O:2][C:3]1[C:8]([C:9]2[CH:10]=[N:11][N:12]3[CH:17]=[CH:16][C:15]([CH:18]4[CH2:19][CH2:20][N:21]([C:24]([O:26][CH:27]([CH3:29])[CH3:28])=[O:25])[CH2:22][CH2:23]4)=[N:14][C:13]=23)=[CH:7][CH:6]=[CH:5][N:4]=1. The catalyst class is: 19.